Dataset: Full USPTO retrosynthesis dataset with 1.9M reactions from patents (1976-2016). Task: Predict the reactants needed to synthesize the given product. Given the product [Cl:25][C:23]1[N:22]=[N:21][C:20]([O:6][C:5]2[C:7]([CH3:11])=[CH:8][CH:9]=[CH:10][C:4]=2[CH:1]2[CH2:3][CH2:2]2)=[C:19]([OH:18])[CH:24]=1, predict the reactants needed to synthesize it. The reactants are: [CH:1]1([C:4]2[CH:10]=[CH:9][CH:8]=[C:7]([CH3:11])[C:5]=2[O-:6])[CH2:3][CH2:2]1.[Na+].C(O)(C)(C)C.[OH:18][C:19]1[CH:24]=[C:23]([Cl:25])[N:22]=[N:21][C:20]=1Cl.C1(C2C=CC=C(C)C=2O)CC1.